From a dataset of Peptide-MHC class II binding affinity with 134,281 pairs from IEDB. Regression. Given a peptide amino acid sequence and an MHC pseudo amino acid sequence, predict their binding affinity value. This is MHC class II binding data. (1) The MHC is HLA-DPA10103-DPB10401 with pseudo-sequence HLA-DPA10103-DPB10401. The peptide sequence is AALDAQAVELTARLN. The binding affinity (normalized) is 0.223. (2) The binding affinity (normalized) is 0.255. The peptide sequence is PRFLWQPKRECHF. The MHC is DRB1_1501 with pseudo-sequence DRB1_1501. (3) The peptide sequence is SGMAEATSLDTMTQM. The MHC is HLA-DQA10401-DQB10402 with pseudo-sequence HLA-DQA10401-DQB10402. The binding affinity (normalized) is 0.377. (4) The peptide sequence is NGKINMPMSVKTCDEECCPV. The MHC is HLA-DQA10301-DQB10302 with pseudo-sequence HLA-DQA10301-DQB10302. The binding affinity (normalized) is 0. (5) The peptide sequence is TVWAQSAAFPAFKPE. The MHC is DRB1_0301 with pseudo-sequence DRB1_0301. The binding affinity (normalized) is 0.339. (6) The binding affinity (normalized) is 0.192. The peptide sequence is KRWIILGLNKIVRMYSPTSI. The MHC is HLA-DQA10401-DQB10402 with pseudo-sequence HLA-DQA10401-DQB10402. (7) The peptide sequence is PARLFKAFVLDSDNL. The MHC is DRB1_0101 with pseudo-sequence DRB1_0101. The binding affinity (normalized) is 0.576. (8) The peptide sequence is IGNGGPCLFMRTVSH. The MHC is HLA-DQA10101-DQB10501 with pseudo-sequence HLA-DQA10101-DQB10501. The binding affinity (normalized) is 0.0654. (9) The MHC is HLA-DQA10501-DQB10301 with pseudo-sequence HLA-DQA10501-DQB10301. The peptide sequence is PNESYKKQVTIRIGC. The binding affinity (normalized) is 0.185.